Predict the reactants needed to synthesize the given product. From a dataset of Full USPTO retrosynthesis dataset with 1.9M reactions from patents (1976-2016). Given the product [CH2:11]([S:18][C:5]1[CH:4]=[CH:3][C:2]([Br:1])=[CH:7][N:6]=1)[C:12]1[CH:17]=[CH:16][CH:15]=[CH:14][CH:13]=1, predict the reactants needed to synthesize it. The reactants are: [Br:1][C:2]1[CH:3]=[CH:4][C:5](Cl)=[N:6][CH:7]=1.[H-].[Na+].[CH2:11]([SH:18])[C:12]1[CH:17]=[CH:16][CH:15]=[CH:14][CH:13]=1.